This data is from Forward reaction prediction with 1.9M reactions from USPTO patents (1976-2016). The task is: Predict the product of the given reaction. (1) Given the reactants [H-].[Na+].[Si:3]([O:10][CH2:11][CH2:12][OH:13])([C:6]([CH3:9])([CH3:8])[CH3:7])([CH3:5])[CH3:4].[Cl:14][C:15]1[N:20]=[C:19]([C:21]2[C:22](F)=[N:23][CH:24]=[C:25]([Cl:27])[CH:26]=2)[C:18]2[N:29]([CH2:41][C@H:42]3[CH2:47][CH2:46][C@H:45]([CH3:48])[CH2:44][CH2:43]3)[C:30]([N:32]3[CH2:37][CH2:36][O:35][C@@H:34]4[CH2:38][CH2:39][CH2:40][C@@H:33]34)=[N:31][C:17]=2[CH:16]=1, predict the reaction product. The product is: [Si:3]([O:10][CH2:11][CH2:12][O:13][C:22]1[C:21]([C:19]2[C:18]3[N:29]([CH2:41][C@H:42]4[CH2:47][CH2:46][C@H:45]([CH3:48])[CH2:44][CH2:43]4)[C:30]([N:32]4[CH2:37][CH2:36][O:35][C@@H:34]5[CH2:38][CH2:39][CH2:40][C@@H:33]45)=[N:31][C:17]=3[CH:16]=[C:15]([Cl:14])[N:20]=2)=[CH:26][C:25]([Cl:27])=[CH:24][N:23]=1)([C:6]([CH3:8])([CH3:9])[CH3:7])([CH3:5])[CH3:4]. (2) Given the reactants [NH:1]1[C:5]2[CH:6]=[CH:7][CH:8]=[CH:9][C:4]=2[N:3]=[C:2]1[CH2:10][C:11]1[CH:20]=[CH:19][C:14]([C:15]([O:17]C)=[O:16])=[CH:13][CH:12]=1.[OH-].[Na+].O, predict the reaction product. The product is: [NH:1]1[C:5]2[CH:6]=[CH:7][CH:8]=[CH:9][C:4]=2[N:3]=[C:2]1[CH2:10][C:11]1[CH:20]=[CH:19][C:14]([C:15]([OH:17])=[O:16])=[CH:13][CH:12]=1. (3) Given the reactants [O:1]=[C:2]1[NH:10][C:9]([NH:11][C:12](=[O:16])[CH:13]([CH3:15])[CH3:14])=[N:8][C:7]2[NH:6][CH:5]=[N:4][C:3]1=2.C(O[CH:21]1[C@H:25]([O:26][C:27](=[O:29])[CH3:28])[C@H:24]([O:30][CH2:31][C:32]2[CH:37]=[CH:36][CH:35]=[CH:34][CH:33]=2)[C@:23]([CH2:41][O:42][CH2:43][C:44]2[CH:49]=[CH:48][CH:47]=[CH:46][CH:45]=2)([CH:38]([F:40])[F:39])[O:22]1)(=O)C.[Si](OS(C(F)(F)F)(=O)=O)(C)(C)C.C([O-])(O)=O.[Na+], predict the reaction product. The product is: [C:27]([O:26][C@@H:25]1[C@H:24]([O:30][CH2:31][C:32]2[CH:37]=[CH:36][CH:35]=[CH:34][CH:33]=2)[C@:23]([CH2:41][O:42][CH2:43][C:44]2[CH:45]=[CH:46][CH:47]=[CH:48][CH:49]=2)([CH:38]([F:39])[F:40])[O:22][C@H:21]1[N:6]1[CH:5]=[N:4][C:3]2[C:2](=[O:1])[NH:10][C:9]([NH:11][C:12](=[O:16])[CH:13]([CH3:14])[CH3:15])=[N:8][C:7]1=2)(=[O:29])[CH3:28]. (4) The product is: [Cl:21][C:15]1[CH:16]=[CH:17][CH:18]=[C:19]([Cl:20])[C:14]=1[N:7]1[C:6]([CH2:4][OH:3])=[C:10]([CH:11]([CH3:13])[CH3:12])[N:9]=[N:8]1. Given the reactants C([O:3][C:4]([C:6]1[N:7]([C:14]2[C:19]([Cl:20])=[CH:18][CH:17]=[CH:16][C:15]=2[Cl:21])[N:8]=[N:9][C:10]=1[CH:11]([CH3:13])[CH3:12])=O)C.CC(C[AlH]CC(C)C)C, predict the reaction product.